Dataset: Reaction yield outcomes from USPTO patents with 853,638 reactions. Task: Predict the reaction yield, written as a fraction of the theoretical maximum amount of product (1.0 means a 100% yield; for example, 0.34 means a 34% yield). (1) The reactants are Cl[CH2:2][C:3](=[O:19])[C:4](=[CH:9][C:10]1[CH:15]=[CH:14][C:13]([CH3:16])=[C:12]([F:17])[C:11]=1[F:18])[C:5]([O:7][CH3:8])=[O:6].[S-2:20].[Na+].[Na+]. The catalyst is CO. The yield is 0.660. The product is [F:18][C:11]1[C:12]([F:17])=[C:13]([CH3:16])[CH:14]=[CH:15][C:10]=1[CH:9]1[CH:4]([C:5]([O:7][CH3:8])=[O:6])[C:3](=[O:19])[CH2:2][S:20]1. (2) The catalyst is ClCCl. The yield is 0.540. The product is [CH3:1][O:2][C:3](=[O:8])[CH:4]([NH:5][S:24]([C:21]1[CH:20]=[CH:19][C:18]([O:17][CH3:16])=[CH:23][CH:22]=1)(=[O:26])=[O:25])[CH2:6][OH:7]. The reactants are [CH3:1][O:2][C:3](=[O:8])[C@H:4]([CH2:6][OH:7])[NH2:5].C(N(CC)CC)C.[CH3:16][O:17][C:18]1[CH:23]=[CH:22][C:21]([S:24](Cl)(=[O:26])=[O:25])=[CH:20][CH:19]=1.